Dataset: Full USPTO retrosynthesis dataset with 1.9M reactions from patents (1976-2016). Task: Predict the reactants needed to synthesize the given product. (1) Given the product [Br:1][C:2]1[CH:7]=[CH:6][C:5]([Cl:8])=[CH:4][C:3]=1[CH2:9][Br:10], predict the reactants needed to synthesize it. The reactants are: [Br:1][C:2]1[CH:7]=[CH:6][C:5]([Cl:8])=[CH:4][C:3]=1[CH3:9].[Br:10]N1C(=O)CCC1=O. (2) Given the product [C:1]([O:5][C:6]([N:8]1[C:13]2[CH:14]=[C:15]([Cl:19])[C:16]([O:18][CH3:41])=[CH:17][C:12]=2[O:11][CH:10]([C:20]([N:22]2[CH2:23][CH2:24][C:25]([C:36]([O:38][CH2:39][CH3:40])=[O:37])([CH2:28][C:29]3[CH:34]=[CH:33][C:32]([F:35])=[CH:31][CH:30]=3)[CH2:26][CH2:27]2)=[O:21])[CH2:9]1)=[O:7])([CH3:3])([CH3:4])[CH3:2], predict the reactants needed to synthesize it. The reactants are: [C:1]([O:5][C:6]([N:8]1[C:13]2[CH:14]=[C:15]([Cl:19])[C:16]([OH:18])=[CH:17][C:12]=2[O:11][CH:10]([C:20]([N:22]2[CH2:27][CH2:26][C:25]([C:36]([O:38][CH2:39][CH3:40])=[O:37])([CH2:28][C:29]3[CH:34]=[CH:33][C:32]([F:35])=[CH:31][CH:30]=3)[CH2:24][CH2:23]2)=[O:21])[CH2:9]1)=[O:7])([CH3:4])([CH3:3])[CH3:2].[C:41]([O-])([O-])=O.[K+].[K+].CI. (3) Given the product [F:1][C:2]1[CH:7]=[CH:6][CH:5]=[CH:4][C:3]=1[C:8]1[N:13]=[CH:12][C:11]([O:14][CH2:42][CH2:43][N:44]2[C:45](=[O:54])[C:46]3[C:51](=[CH:50][CH:49]=[CH:48][CH:47]=3)[C:52]2=[O:53])=[CH:10][CH:9]=1, predict the reactants needed to synthesize it. The reactants are: [F:1][C:2]1[CH:7]=[CH:6][CH:5]=[CH:4][C:3]=1[C:8]1[N:13]=[CH:12][C:11]([OH:14])=[CH:10][CH:9]=1.BrC1C=CC([N+]([O-])=O)=CN=1.FC1C=CC=CC=1B(O)O.C(=O)([O-])[O-].[K+].[K+].Br[CH2:42][CH2:43][N:44]1[C:52](=[O:53])[C:51]2[C:46](=[CH:47][CH:48]=[CH:49][CH:50]=2)[C:45]1=[O:54]. (4) Given the product [C:24]([O:31][C:5]1[CH:6]=[CH:7][CH:8]=[CH:9][C:4]=1[C:1]([C:10]1[CH:15]=[CH:14][CH:13]=[CH:12][CH:11]=1)([CH3:3])[CH3:2])(=[O:33])[C:25]1[CH:30]=[CH:29][CH:28]=[CH:27][CH:26]=1, predict the reactants needed to synthesize it. The reactants are: [C:1]([C:10]1[CH:15]=[CH:14][C:13](O)=[CH:12][CH:11]=1)([C:4]1[CH:9]=[CH:8][CH:7]=[CH:6][CH:5]=1)([CH3:3])[CH3:2].C(N(CC)CC)C.[C:24](Cl)(=[O:31])[C:25]1[CH:30]=[CH:29][CH:28]=[CH:27][CH:26]=1.[OH2:33]. (5) Given the product [F:1][C:2]1[CH:24]=[CH:23][C:5]2[N:6]=[C:7]([NH:9][C@H:10]3[CH2:14][CH2:13][CH2:12][C@@H:11]3[NH:15][CH3:16])[S:8][C:4]=2[CH:3]=1, predict the reactants needed to synthesize it. The reactants are: [F:1][C:2]1[CH:24]=[CH:23][C:5]2[N:6]=[C:7]([NH:9][C@H:10]3[CH2:14][CH2:13][CH2:12][C@@H:11]3[NH:15][C:16](=O)OC(C)(C)C)[S:8][C:4]=2[CH:3]=1.[H-].[Al+3].[Li+].[H-].[H-].[H-]. (6) Given the product [F:26][C:18]1[C:19]([O:24][CH3:25])=[CH:20][C:21]([O:22][CH3:23])=[C:2]([F:1])[C:3]=1[CH2:4][O:5][C:6]1[CH:11]=[N:10][C:9]([NH:12][C:13]2[CH:17]=[N:16][N:15]([CH2:39][C:40]([O:42][CH2:43][CH3:44])=[O:41])[CH:14]=2)=[N:8][CH:7]=1, predict the reactants needed to synthesize it. The reactants are: [F:1][C:2]1[C:21]([O:22][CH3:23])=[CH:20][C:19]([O:24][CH3:25])=[C:18]([F:26])[C:3]=1[CH2:4][O:5][C:6]1[CH:7]=[N:8][C:9]([NH:12][C:13]2[CH:14]=[N:15][NH:16][CH:17]=2)=[N:10][CH:11]=1.C(=O)([O-])[O-].[K+].[K+].CN(C)C=O.Br[CH2:39][C:40]([O:42][CH2:43][CH3:44])=[O:41]. (7) Given the product [CH3:20][C:12]1[CH:11]=[C:10]([NH:1][CH2:2][CH2:3][CH2:4][CH2:5][CH2:6][CH2:7][N:13]2[CH2:14][CH2:19][CH2:10][CH2:11][CH2:12]2)[C:19]2[C:14](=[CH:15][CH:16]=[CH:17][CH:18]=2)[N:13]=1, predict the reactants needed to synthesize it. The reactants are: [NH2:1][CH2:2][CH2:3][CH2:4][CH2:5][CH2:6][CH2:7]O.Cl[C:10]1[C:19]2[C:14](=[CH:15][CH:16]=[CH:17][CH:18]=2)[N:13]=[C:12]([CH3:20])[CH:11]=1.[I-].[K+]. (8) Given the product [N+:1]([C:4]1[CH:5]=[C:6]([C:12]2[O:13][C:14]3[CH:20]=[CH:19][C:18]([C:27]4[CH:26]=[CH:25][CH:24]=[C:23]([Cl:22])[CH:28]=4)=[CH:17][C:15]=3[N:16]=2)[CH:7]=[CH:8][C:9]=1[O:10][CH3:11])([O-:3])=[O:2], predict the reactants needed to synthesize it. The reactants are: [N+:1]([C:4]1[CH:5]=[C:6]([C:12]2[O:13][C:14]3[CH:20]=[CH:19][C:18](Br)=[CH:17][C:15]=3[N:16]=2)[CH:7]=[CH:8][C:9]=1[O:10][CH3:11])([O-:3])=[O:2].[Cl:22][C:23]1[CH:24]=[C:25](B(O)O)[CH:26]=[CH:27][CH:28]=1. (9) Given the product [Cl:1][C:2]1[N:3]=[C:4]([O:8][CH3:9])[C:5]([CH:17]=[O:18])=[CH:6][CH:7]=1, predict the reactants needed to synthesize it. The reactants are: [Cl:1][C:2]1[CH:7]=[CH:6][CH:5]=[C:4]([O:8][CH3:9])[N:3]=1.C([Li])(C)(C)C.CN(C)[CH:17]=[O:18].C(=O)=O.